Dataset: Experimentally validated miRNA-target interactions with 360,000+ pairs, plus equal number of negative samples. Task: Binary Classification. Given a miRNA mature sequence and a target amino acid sequence, predict their likelihood of interaction. (1) The miRNA is hsa-miR-548f-5p with sequence UGCAAAAGUAAUCACAGUUUUU. The protein sequence of the target gene is MATYTCITCRVAFRDADMQRAHYKTDWHRYNLRRKVASMAPVTAEGFQERVRAQRAVAEEESKGSATYCTVCSKKFASFNAYENHLKSRRHVELEKKAVQAVNRKVEMMNEKNLEKGLGVDSVDKDAMNAAIQQAIKAQPSMSPKKAPPAPAKEARNVVAVGTGGRGTHDRDPSEKPPRLQWFEQQAKKLAKQQEEDSEEEEEDLDGDDWEDIDSDEELECEDTEAMDDVVEQDAEEEEAEEGPPLGAIPITDCLFCSHHSSSLMKNVAHMTKDHSFFIPDIEYLSDIKGLIKYLGEKVG.... Result: 1 (interaction). (2) Result: 0 (no interaction). The miRNA is hsa-miR-5583-5p with sequence AAACUAAUAUACCCAUAUUCUG. The protein sequence of the target gene is MSLQSAQYLRQAEVLKADMTDSKLGPAEVWTSRQALQDLYQKMLVTDLEYALDKKVEQDLWNHAFKNQITTLQGQAKNRANPNRSEVQANLSLFLEAASGFYTQLLQELCTVFNVDLPCRVKSSQLGIISNKQTHTSAIVKPQSSSCSYICQHCLVHLGDIARYRNQTSQAESYYRHAAQLVPSNGQPYNQLAILASSKGDHLTTIFYYCRSIAVKFPFPAASTNLQKALSKALESRDEVKTKWGVSDFIKAFIKFHGHVYLSKSLEKLSPLREKLEEQFKRLLFQKAFNSQQLVHVTVI.... (3) The miRNA is hsa-miR-140-3p with sequence UACCACAGGGUAGAACCACGG. The protein sequence of the target gene is MLKKMGEAVARVARKVNETVESGSDTLDLAECKLVSFPIGIYKVLRNVSGQIHLITLANNELKSLTSKFMTTFSQLRELHLEGNFLHRLPSEVSALQHLKAIDLSRNQFQDFPEQLTALPALETINLEENEIVDVPVEKLAAMPALRSINLRFNPLNAEVRVIAPPLIKFDMLMSPEGARAPLP. Result: 1 (interaction). (4) The miRNA is mmu-miR-9-5p with sequence UCUUUGGUUAUCUAGCUGUAUGA. The protein sequence of the target gene is MTMESGADNQQSGDAAVTEAENQQMTVQAQPQIATLAQVSMPAAHATSSAPTVTLVQLPNGQTVQVHGVIQAAQPSVIQSPQVQTVQISTIAESEDSQESVDSVTDSQKRREILSRRPSYRKILNDLSSDAPGVPRIEEEKSEEETSAPAITTVTVPTPIYQTSSGQYIAITQGGAIQLANNGTDGVQGLQTLTMTNAAATQPGTTILQYAQTTDGQQILVPSNQVVVQAASGDVQTYQIRTAPTSTIAPGVVMASSPALPTQPAEEAARKREVRLMKNREAARECRRKKKEYVKCLENR.... Result: 1 (interaction). (5) The miRNA is rno-miR-128-3p with sequence UCACAGUGAACCGGUCUCUUU. The protein sequence of the target gene is MTMRHNWTPDLSPLWVLLLCAHVVTLLVRATPVSQTTTAATASVRSTKDPCPSQPPVFPAAKQCPALEVTWPEVEVPLNGTLSLSCVACSRFPNFSILYWLGNGSFIEHLPGRLWEGSTSRERGSTGTQLCKALVLEQLTPALHSTNFSCVLVDPEQVVQRHVVLAQLWAGLRATLPPTQEALPSSHSSPQQQG. Result: 0 (no interaction). (6) The miRNA is hsa-miR-3661 with sequence UGACCUGGGACUCGGACAGCUG. The protein sequence of the target gene is MSARAAAAKSTAMEETAIWEQHTVTLHRAPGFGFGIAISGGRDNPHFQSGETSIVISDVLKGGPAEGQLQENDRVAMVNGVSMDNVEHAFAVQQLRKSGKNAKITIRRKKKVQIPVSHPDPEPVSDNEDDSYDEEVHDPRAGRGALANRRSEKSWARDRSASRERSLSPRSDRRSVASSQPAKPTKVTLVKSRKNEEYGLRLASHIFVKEISQDSLAARDGNIQEGDVVLKINGTVTENMSLTDAKTLIERSKGKLKMVVQRDERATLLNVPDLSDSIHSANASERDDISEIQSLASDHS.... Result: 0 (no interaction). (7) The miRNA is hsa-miR-657 with sequence GGCAGGUUCUCACCCUCUCUAGG. The protein sequence of the target gene is MGSEKDSESPRSTSLHAAAPDPKCRSGGRRRRLTLHSVFSASARGRRARAKPQAEPPPPAAQPPPAPAPAAAQGPPPEALPAEPAAEAEAEAAAAAAEPGFDDEEAAEGGGPGAEEVECPLCLVRLPPERAPRLLSCPHRSCRDCLRHYLRLEISESRVPISCPECSERLNPHDIRLLLADPPLMHKYEEFMLRRYLASDPDCRWCPAPDCGYAVIAYGCASCPKLTCEREGCQTEFCYHCKQIWHPNQTCDMARQQRAQTLRVRTKHTSGLSYGQESGPADDIKPCPRCSAYIIKMNDG.... Result: 1 (interaction).